This data is from Reaction yield outcomes from USPTO patents with 853,638 reactions. The task is: Predict the reaction yield, written as a fraction of the theoretical maximum amount of product (1.0 means a 100% yield; for example, 0.34 means a 34% yield). The reactants are [CH2:1]([NH:5][C:6]1[N:7]=[CH:8][C:9]2[N:14]([C:15]3[CH:20]=[CH:19][C:18]([F:21])=[CH:17][CH:16]=3)[CH:13]=[CH:12][C:10]=2[N:11]=1)[CH2:2][CH2:3][CH3:4].C1C(=O)N([Br:29])C(=O)C1. The catalyst is CN(C=O)C.CCOC(C)=O. The product is [Br:29][C:12]1[C:10]2[N:11]=[C:6]([NH:5][CH2:1][CH2:2][CH2:3][CH3:4])[N:7]=[CH:8][C:9]=2[N:14]([C:15]2[CH:16]=[CH:17][C:18]([F:21])=[CH:19][CH:20]=2)[CH:13]=1. The yield is 0.800.